From a dataset of NCI-60 drug combinations with 297,098 pairs across 59 cell lines. Regression. Given two drug SMILES strings and cell line genomic features, predict the synergy score measuring deviation from expected non-interaction effect. (1) Drug 1: C1C(C(OC1N2C=NC3=C(N=C(N=C32)Cl)N)CO)O. Drug 2: C(=O)(N)NO. Cell line: HCT116. Synergy scores: CSS=17.4, Synergy_ZIP=-1.95, Synergy_Bliss=-3.91, Synergy_Loewe=-55.1, Synergy_HSA=-10.6. (2) Drug 1: C1=CC(=CC=C1C#N)C(C2=CC=C(C=C2)C#N)N3C=NC=N3. Drug 2: CC1C(C(CC(O1)OC2CC(CC3=C2C(=C4C(=C3O)C(=O)C5=C(C4=O)C(=CC=C5)OC)O)(C(=O)CO)O)N)O.Cl. Cell line: COLO 205. Synergy scores: CSS=39.7, Synergy_ZIP=-1.10, Synergy_Bliss=-0.563, Synergy_Loewe=-4.80, Synergy_HSA=1.05. (3) Drug 1: CC1=C2C(C(=O)C3(C(CC4C(C3C(C(C2(C)C)(CC1OC(=O)C(C(C5=CC=CC=C5)NC(=O)OC(C)(C)C)O)O)OC(=O)C6=CC=CC=C6)(CO4)OC(=O)C)OC)C)OC. Drug 2: CC1CCCC2(C(O2)CC(NC(=O)CC(C(C(=O)C(C1O)C)(C)C)O)C(=CC3=CSC(=N3)C)C)C. Cell line: OVCAR-4. Synergy scores: CSS=31.3, Synergy_ZIP=-3.22, Synergy_Bliss=0.259, Synergy_Loewe=-2.14, Synergy_HSA=-0.0575. (4) Drug 1: CN(C)C1=NC(=NC(=N1)N(C)C)N(C)C. Drug 2: C1=CN(C(=O)N=C1N)C2C(C(C(O2)CO)O)O.Cl. Cell line: NCI-H460. Synergy scores: CSS=36.8, Synergy_ZIP=3.89, Synergy_Bliss=5.11, Synergy_Loewe=-29.4, Synergy_HSA=3.50. (5) Drug 1: C1CNP(=O)(OC1)N(CCCl)CCCl. Drug 2: N.N.Cl[Pt+2]Cl. Cell line: A549. Synergy scores: CSS=54.7, Synergy_ZIP=0.383, Synergy_Bliss=0.177, Synergy_Loewe=-23.8, Synergy_HSA=2.30. (6) Drug 1: CC1C(C(=O)NC(C(=O)N2CCCC2C(=O)N(CC(=O)N(C(C(=O)O1)C(C)C)C)C)C(C)C)NC(=O)C3=C4C(=C(C=C3)C)OC5=C(C(=O)C(=C(C5=N4)C(=O)NC6C(OC(=O)C(N(C(=O)CN(C(=O)C7CCCN7C(=O)C(NC6=O)C(C)C)C)C)C(C)C)C)N)C. Drug 2: CC1=C(N=C(N=C1N)C(CC(=O)N)NCC(C(=O)N)N)C(=O)NC(C(C2=CN=CN2)OC3C(C(C(C(O3)CO)O)O)OC4C(C(C(C(O4)CO)O)OC(=O)N)O)C(=O)NC(C)C(C(C)C(=O)NC(C(C)O)C(=O)NCCC5=NC(=CS5)C6=NC(=CS6)C(=O)NCCC[S+](C)C)O. Cell line: K-562. Synergy scores: CSS=40.9, Synergy_ZIP=0.530, Synergy_Bliss=1.15, Synergy_Loewe=-11.7, Synergy_HSA=-3.43. (7) Drug 1: CC(CN1CC(=O)NC(=O)C1)N2CC(=O)NC(=O)C2. Drug 2: C1=CC(=CC=C1CCCC(=O)O)N(CCCl)CCCl. Cell line: SNB-75. Synergy scores: CSS=8.80, Synergy_ZIP=-8.15, Synergy_Bliss=-1.83, Synergy_Loewe=-10.9, Synergy_HSA=-1.78. (8) Drug 1: CC1OCC2C(O1)C(C(C(O2)OC3C4COC(=O)C4C(C5=CC6=C(C=C35)OCO6)C7=CC(=C(C(=C7)OC)O)OC)O)O. Drug 2: COC1=NC(=NC2=C1N=CN2C3C(C(C(O3)CO)O)O)N. Cell line: NCI-H226. Synergy scores: CSS=26.4, Synergy_ZIP=-4.99, Synergy_Bliss=-0.602, Synergy_Loewe=-24.3, Synergy_HSA=-0.941.